Dataset: Peptide-MHC class I binding affinity with 185,985 pairs from IEDB/IMGT. Task: Regression. Given a peptide amino acid sequence and an MHC pseudo amino acid sequence, predict their binding affinity value. This is MHC class I binding data. (1) The peptide sequence is KKNNRVLCF. The MHC is HLA-B15:03 with pseudo-sequence HLA-B15:03. The binding affinity (normalized) is 0.957. (2) The peptide sequence is KSAQVPLPL. The MHC is HLA-A69:01 with pseudo-sequence HLA-A69:01. The binding affinity (normalized) is 0.0847. (3) The peptide sequence is NPMVIVNAA. The MHC is HLA-B07:02 with pseudo-sequence HLA-B07:02. The binding affinity (normalized) is 0.401. (4) The peptide sequence is VMAPRTLVL. The MHC is HLA-C12:03 with pseudo-sequence HLA-C12:03. The binding affinity (normalized) is 0.286.